Task: Predict the product of the given reaction.. Dataset: Forward reaction prediction with 1.9M reactions from USPTO patents (1976-2016) (1) Given the reactants C[O:2][C:3]1[CH:11]=[C:10]2[C:6]([C:7]3[CH:15]=[C:14]([OH:16])[N:13]=[C:12]([CH3:17])[C:8]=3[NH:9]2)=[CH:5][CH:4]=1.B(Br)(Br)Br, predict the reaction product. The product is: [CH3:17][C:12]1[C:8]2[NH:9][C:10]3[C:6]([C:7]=2[CH:15]=[C:14]([OH:16])[N:13]=1)=[CH:5][CH:4]=[C:3]([OH:2])[CH:11]=3. (2) The product is: [CH3:4][C:2]([O:5][C:6]([N:8]1[CH2:9][CH2:10][CH:11]([N:14]2[C:22]3[CH:21]=[C:20]([C:23]4[CH:28]=[CH:27][CH:26]=[CH:25][CH:24]=4)[CH:19]=[C:18]([C:29]([OH:31])=[O:30])[C:17]=3[CH:16]=[N:15]2)[CH2:12][CH2:13]1)=[O:7])([CH3:1])[CH3:3]. Given the reactants [CH3:1][C:2]([O:5][C:6]([N:8]1[CH2:13][CH2:12][CH:11]([N:14]2[C:22]3[CH:21]=[C:20]([C:23]4[CH:28]=[CH:27][CH:26]=[CH:25][CH:24]=4)[CH:19]=[C:18]([C:29]([O:31]C)=[O:30])[C:17]=3[CH:16]=[N:15]2)[CH2:10][CH2:9]1)=[O:7])([CH3:4])[CH3:3].[OH-].[Na+].O, predict the reaction product. (3) Given the reactants [N+:1]([C:4]1[CH:9]=[CH:8][C:7]([N:10]2[C:14]3=[N:15][C:16]4[C:17](=[N:18][CH:19]=[CH:20][CH:21]=4)[N:13]3[CH2:12][CH2:11]2)=[CH:6][CH:5]=1)([O-])=O, predict the reaction product. The product is: [N:10]1([C:7]2[CH:6]=[CH:5][C:4]([NH2:1])=[CH:9][CH:8]=2)[C:14]2=[N:15][C:16]3[C:17](=[N:18][CH:19]=[CH:20][CH:21]=3)[N:13]2[CH2:12][CH2:11]1.